Dataset: Forward reaction prediction with 1.9M reactions from USPTO patents (1976-2016). Task: Predict the product of the given reaction. (1) Given the reactants Br.[C:2]1([C:8]2[C:17]3[C:12](=[CH:13][CH:14]=[CH:15][CH:16]=3)[C:11](=[O:18])[NH:10][C:9]=2[CH:19]2[CH2:24][CH2:23][NH:22][CH2:21][CH2:20]2)[CH:7]=[CH:6][CH:5]=[CH:4][CH:3]=1.C=O.[C:27]([BH3-])#N.[Na+].C(O)(=O)C, predict the reaction product. The product is: [CH3:27][N:22]1[CH2:23][CH2:24][CH:19]([C:9]2[NH:10][C:11](=[O:18])[C:12]3[C:17]([C:8]=2[C:2]2[CH:3]=[CH:4][CH:5]=[CH:6][CH:7]=2)=[CH:16][CH:15]=[CH:14][CH:13]=3)[CH2:20][CH2:21]1. (2) Given the reactants [CH3:1][N:2]([CH3:22])[CH:3]1[CH2:8][CH2:7][CH:6]([N:9]([CH2:20][CH3:21])[C:10]2[S:14][CH:13]=[C:12]([C:15]([O:17][CH3:18])=[O:16])[C:11]=2[CH3:19])[CH2:5][CH2:4]1.C1C(=O)N([Br:30])C(=O)C1, predict the reaction product. The product is: [Br:30][C:13]1[S:14][C:10]([N:9]([CH:6]2[CH2:5][CH2:4][CH:3]([N:2]([CH3:1])[CH3:22])[CH2:8][CH2:7]2)[CH2:20][CH3:21])=[C:11]([CH3:19])[C:12]=1[C:15]([O:17][CH3:18])=[O:16]. (3) Given the reactants C1(N(C2CCNCC2)C(C2C=NC(N3C=CN=C3)=NC=2)=O)CC1.C(OC([N:31]1[CH2:36][CH2:35][CH:34]([N:37]([CH:56]2[CH2:58][CH2:57]2)[C:38]([C:40]2[CH:41]=[N:42][C:43]([C:46]3[CH:51]=[CH:50][C:49]([S:52]([CH3:55])(=[O:54])=[O:53])=[CH:48][CH:47]=3)=[N:44][CH:45]=2)=[O:39])[CH2:33][CH2:32]1)=O)(C)(C)C, predict the reaction product. The product is: [CH:56]1([N:37]([CH:34]2[CH2:35][CH2:36][NH:31][CH2:32][CH2:33]2)[C:38]([C:40]2[CH:45]=[N:44][C:43]([C:46]3[CH:51]=[CH:50][C:49]([S:52]([CH3:55])(=[O:54])=[O:53])=[CH:48][CH:47]=3)=[N:42][CH:41]=2)=[O:39])[CH2:58][CH2:57]1. (4) Given the reactants [CH2:1]([N:8]1[CH:12]=[CH:11][CH:10]=[C:9]1[C:13]1[N:18]=[C:17](Cl)[N:16]=[C:15](Cl)[N:14]=1)[C:2]1[CH:7]=[CH:6][CH:5]=[CH:4][CH:3]=1.[NH2:21][C:22]1[CH:34]=[CH:33][C:25]([C:26]([O:28][CH2:29][CH2:30][CH2:31][CH3:32])=[O:27])=[CH:24][CH:23]=1.[C:35](=[O:38])([O-])[O-:36].[K+].[K+], predict the reaction product. The product is: [CH2:1]([N:8]1[CH:12]=[CH:11][CH:10]=[C:9]1[C:13]1[N:18]=[C:17]([NH:21][C:22]2[CH:23]=[CH:24][C:25]([C:26]([O:28][CH2:29][CH2:30][CH2:31][CH3:32])=[O:27])=[CH:33][CH:34]=2)[N:16]=[C:15]([NH:21][C:22]2[CH:34]=[CH:33][C:25]([C:35]([O:36][CH2:32][CH2:31][CH2:30][CH3:29])=[O:38])=[CH:24][CH:23]=2)[N:14]=1)[C:2]1[CH:7]=[CH:6][CH:5]=[CH:4][CH:3]=1. (5) Given the reactants [CH3:1][O:2][CH:3]1[CH2:6][N:5]([C:7]2[N:12]=[CH:11][C:10]([C:13]([OH:15])=O)=[CH:9][N:8]=2)[CH2:4]1.C(Cl)CCl.ON1C2N=CC=CC=2N=N1.[CH:30]1([N:34]2[CH2:40][CH2:39][C:38]3[CH:41]=[CH:42][C:43]([CH2:45][NH2:46])=[CH:44][C:37]=3[CH2:36][CH2:35]2)[CH2:33][CH2:32][CH2:31]1.[OH-].[Na+].C([O-])(O)=O.[Na+], predict the reaction product. The product is: [CH:30]1([N:34]2[CH2:40][CH2:39][C:38]3[CH:41]=[CH:42][C:43]([CH2:45][NH:46][C:13]([C:10]4[CH:11]=[N:12][C:7]([N:5]5[CH2:4][CH:3]([O:2][CH3:1])[CH2:6]5)=[N:8][CH:9]=4)=[O:15])=[CH:44][C:37]=3[CH2:36][CH2:35]2)[CH2:33][CH2:32][CH2:31]1. (6) Given the reactants [C:1]1([S:7]([NH:10][CH:11]([CH2:25][C:26]2[CH:34]=[C:33]([Cl:35])[C:32]([O:36]C)=[C:31]3[C:27]=2[CH:28]=[N:29][NH:30]3)[C:12]([NH:14][CH2:15][CH2:16][CH2:17][CH2:18][C:19]2[CH:24]=[CH:23][CH:22]=[CH:21][CH:20]=2)=[O:13])(=[O:9])=[O:8])[CH:6]=[CH:5][CH:4]=[CH:3][CH:2]=1.Cl.[NH+]1C=CC=CC=1, predict the reaction product. The product is: [C:1]1([S:7]([NH:10][CH:11]([CH2:25][C:26]2[CH:34]=[C:33]([Cl:35])[C:32]([OH:36])=[C:31]3[C:27]=2[CH:28]=[N:29][NH:30]3)[C:12]([NH:14][CH2:15][CH2:16][CH2:17][CH2:18][C:19]2[CH:24]=[CH:23][CH:22]=[CH:21][CH:20]=2)=[O:13])(=[O:9])=[O:8])[CH:6]=[CH:5][CH:4]=[CH:3][CH:2]=1. (7) Given the reactants [H-].[Na+].[CH3:3][O:4][N:5]([CH3:30])[C:6]([C:8]1[C:13]([NH:14][S:15]([C:18]2[CH:23]=[CH:22][C:21]([Cl:24])=[C:20]([C:25]([F:28])([F:27])[F:26])[CH:19]=2)(=[O:17])=[O:16])=[CH:12][C:11]([Cl:29])=[CH:10][N:9]=1)=[O:7].[CH3:31][O:32][CH2:33]Cl, predict the reaction product. The product is: [CH3:3][O:4][N:5]([CH3:30])[C:6]([C:8]1[C:13]([N:14]([CH2:31][O:32][CH3:33])[S:15]([C:18]2[CH:23]=[CH:22][C:21]([Cl:24])=[C:20]([C:25]([F:28])([F:27])[F:26])[CH:19]=2)(=[O:16])=[O:17])=[CH:12][C:11]([Cl:29])=[CH:10][N:9]=1)=[O:7]. (8) Given the reactants C[O:2][C:3](=[O:15])[C:4]1[CH:9]=[C:8]([O:10][CH3:11])[CH:7]=[C:6]([CH:12]2[CH2:14][CH2:13]2)[CH:5]=1.[OH-].[Na+], predict the reaction product. The product is: [CH:12]1([C:6]2[CH:5]=[C:4]([CH:9]=[C:8]([O:10][CH3:11])[CH:7]=2)[C:3]([OH:15])=[O:2])[CH2:13][CH2:14]1. (9) Given the reactants [CH3:1][O:2][C:3]([C:5]1[NH:6][C:7]2[C:12]([CH:13]=1)=[CH:11][CH:10]=[C:9]([OH:14])[CH:8]=2)=[O:4].Cl.Cl[C:17]1[S:18][C:19]2[C:20]([N:25]=1)=[N:21][CH:22]=[CH:23][CH:24]=2.C([O-])([O-])=O.[Cs+].[Cs+], predict the reaction product. The product is: [CH3:1][O:2][C:3]([C:5]1[NH:6][C:7]2[C:12]([CH:13]=1)=[CH:11][CH:10]=[C:9]([O:14][C:17]1[S:18][C:19]3[C:20]([N:25]=1)=[N:21][CH:22]=[CH:23][CH:24]=3)[CH:8]=2)=[O:4].